Dataset: Forward reaction prediction with 1.9M reactions from USPTO patents (1976-2016). Task: Predict the product of the given reaction. (1) Given the reactants [C:1]([N:5]1[C:10](=[O:11])[C:9]([CH2:12]Br)=[C:8]([Cl:14])[CH:7]=[N:6]1)([CH3:4])([CH3:3])[CH3:2].C(=O)([O-])[O-:16].[Ca+2].O1CCOCC1.O.Cl, predict the reaction product. The product is: [C:1]([N:5]1[C:10](=[O:11])[C:9]([CH2:12][OH:16])=[C:8]([Cl:14])[CH:7]=[N:6]1)([CH3:4])([CH3:3])[CH3:2]. (2) Given the reactants [CH3:1][O:2][C:3]1[CH:11]=[C:10]2[C:6]([CH:7]=[C:8]([C:12]([O:14]C)=O)[NH:9]2)=[CH:5][CH:4]=1.[NH3:16], predict the reaction product. The product is: [CH3:1][O:2][C:3]1[CH:11]=[C:10]2[C:6]([CH:7]=[C:8]([C:12]([NH2:16])=[O:14])[NH:9]2)=[CH:5][CH:4]=1. (3) Given the reactants Cl.[OH:2][C@H:3]1[CH2:7][NH:6][C@H:5]([C:8]([NH:10][CH2:11][C:12]2[CH:17]=[CH:16][C:15]([C:18]3[S:22][CH:21]=[N:20][C:19]=3[CH3:23])=[CH:14][CH:13]=2)=[O:9])[CH2:4]1.CC(C)(C)[O:26][C:27](=[O:49])[CH2:28][CH2:29][O:30][CH2:31][CH2:32][O:33][CH2:34][CH2:35][O:36][CH2:37][CH2:38][O:39][C:40]1[CH:41]=[C:42]([CH:46]=[CH:47][CH:48]=1)[C:43](O)=[O:44].CCN(C(C)C)C(C)C.CN(C(ON1N=NC2C=CC=NC1=2)=[N+](C)C)C.F[P-](F)(F)(F)(F)F, predict the reaction product. The product is: [OH:2][C@H:3]1[CH2:7][N:6]([C:43]([C:42]2[CH:41]=[C:40]([CH:48]=[CH:47][CH:46]=2)[O:39][CH2:38][CH2:37][O:36][CH2:35][CH2:34][O:33][CH2:32][CH2:31][O:30][CH2:29][CH2:28][C:27]([OH:49])=[O:26])=[O:44])[C@H:5]([C:8](=[O:9])[NH:10][CH2:11][C:12]2[CH:13]=[CH:14][C:15]([C:18]3[S:22][CH:21]=[N:20][C:19]=3[CH3:23])=[CH:16][CH:17]=2)[CH2:4]1. (4) Given the reactants [CH3:1][C:2]1[CH:9]=[CH:8][CH:7]=[C:6]([CH3:10])[C:3]=1[CH:4]=O.ClC1C=[C:14](C=CC=1)[CH:15]=[O:16].[CH3:20][Si:21](N[Si:21]([CH3:23])([CH3:22])[CH3:20])([CH3:23])[CH3:22].C([Li])CCC.C[Si](Cl)(C)C.C([N:41](CC)CC)C.C(Cl)(=O)C, predict the reaction product. The product is: [CH3:1][C:2]1[CH:9]=[CH:8][CH:7]=[C:6]([CH3:10])[C:3]=1[CH:4]=[N:41][C:15]([O:14][Si:21]([CH3:23])([CH3:22])[CH3:20])=[CH2:16]. (5) Given the reactants [CH3:1][C:2]1[CH:3]=[C:4]([CH:7]=[CH:8][C:9]=1[O:10][CH3:11])[CH:5]=O.[NH2:12][C:13]1[CH:14]=[C:15]2[C:19]3=[C:20]([CH2:22][O:23][CH2:24][CH2:25][N:18]3[C@H:17]3[CH2:26][CH2:27][N:28](C(OC(C)(C)C)=O)[CH2:29][C@@H:16]23)[CH:21]=1, predict the reaction product. The product is: [CH3:11][O:10][C:9]1[CH:8]=[CH:7][C:4]([CH2:5][NH:12][C:13]2[CH:14]=[C:15]3[C:19]4=[C:20]([CH2:22][O:23][CH2:24][CH2:25][N:18]4[C@H:17]4[CH2:26][CH2:27][NH:28][CH2:29][C@@H:16]34)[CH:21]=2)=[CH:3][C:2]=1[CH3:1]. (6) The product is: [F:22][C:17]1[CH:18]=[CH:19][CH:20]=[CH:21][C:16]=1[N:9]1[C:10]2[CH:15]=[CH:14][CH:13]=[CH:12][C:11]=2[N:7]([CH2:6][CH2:5][CH2:4][CH2:3][CH2:2][NH:26][CH3:25])[S:8]1(=[O:24])=[O:23]. Given the reactants Br[CH2:2][CH2:3][CH2:4][CH2:5][CH2:6][N:7]1[C:11]2[CH:12]=[CH:13][CH:14]=[CH:15][C:10]=2[N:9]([C:16]2[CH:21]=[CH:20][CH:19]=[CH:18][C:17]=2[F:22])[S:8]1(=[O:24])=[O:23].[CH3:25][NH2:26], predict the reaction product. (7) Given the reactants [Na].[NH2:2][C:3]([NH2:5])=[S:4].[CH:6]([CH:8]([CH2:14][C:15]1[CH:16]=[N:17][CH:18]=[N:19][CH:20]=1)[C:9](OCC)=O)=[O:7], predict the reaction product. The product is: [N:17]1[CH:16]=[C:15]([CH2:14][C:8]2[C:6](=[O:7])[NH:2][C:3](=[S:4])[NH:5][CH:9]=2)[CH:20]=[N:19][CH:18]=1.